From a dataset of Reaction yield outcomes from USPTO patents with 853,638 reactions. Predict the reaction yield, written as a fraction of the theoretical maximum amount of product (1.0 means a 100% yield; for example, 0.34 means a 34% yield). The reactants are [F:1][C:2]([F:14])([F:13])[O:3][C:4]1[CH:5]=[C:6]([C:10](=[O:12])[CH3:11])[CH:7]=[CH:8][CH:9]=1.ClC1C=C(C2O[N:26]=[C:25]([C:28]([OH:30])=[O:29])C=2)C=CC=1F. No catalyst specified. The product is [F:1][C:2]([F:13])([F:14])[O:3][C:4]1[CH:5]=[C:6]([C:10]2[O:12][N:26]=[C:25]([C:28]([OH:30])=[O:29])[CH:11]=2)[CH:7]=[CH:8][CH:9]=1. The yield is 0.0840.